From a dataset of Catalyst prediction with 721,799 reactions and 888 catalyst types from USPTO. Predict which catalyst facilitates the given reaction. (1) Reactant: [C:1]([C:3]1[CH:4]=[C:5]([CH:20]=[CH:21][CH:22]=1)[CH2:6][N:7]1[CH2:12][CH2:11][N:10]([C:13]2[CH:18]=[CH:17][C:16]([NH2:19])=[CH:15][CH:14]=2)[CH2:9][CH2:8]1)#[N:2].[F:23][C:24]([F:41])([F:40])[C:25]1[CH:30]=[CH:29][C:28]([C:31]2[C:32]([C:37](O)=[O:38])=[CH:33][CH:34]=[CH:35][CH:36]=2)=[CH:27][CH:26]=1.C1C=CC2N(O)N=NC=2C=1.CCN=C=NCCCN(C)C.Cl. Product: [C:1]([C:3]1[CH:4]=[C:5]([CH:20]=[CH:21][CH:22]=1)[CH2:6][N:7]1[CH2:12][CH2:11][N:10]([C:13]2[CH:18]=[CH:17][C:16]([NH:19][C:37]([C:32]3[C:31]([C:28]4[CH:29]=[CH:30][C:25]([C:24]([F:23])([F:40])[F:41])=[CH:26][CH:27]=4)=[CH:36][CH:35]=[CH:34][CH:33]=3)=[O:38])=[CH:15][CH:14]=2)[CH2:9][CH2:8]1)#[N:2]. The catalyst class is: 624. (2) Reactant: [Cl:1][C:2]1[C:3]([F:16])=[C:4]([CH:12]=[CH:13][C:14]=1F)[C:5]([O:7][C:8]([CH3:11])([CH3:10])[CH3:9])=[O:6].[N:17]1[CH:18]=[N:19][N:20]2[CH:25]=[CH:24][C:23]([OH:26])=[CH:22][C:21]=12.C(=O)([O-])[O-].[Cs+].[Cs+]. Product: [N:17]1[CH:18]=[N:19][N:20]2[CH:25]=[CH:24][C:23]([O:26][C:14]3[CH:13]=[CH:12][C:4]([C:5]([O:7][C:8]([CH3:11])([CH3:10])[CH3:9])=[O:6])=[C:3]([F:16])[C:2]=3[Cl:1])=[CH:22][C:21]=12. The catalyst class is: 3. (3) Reactant: C([Si](C1C=CC=CC=1)(C1C=CC=CC=1)O[CH2:7][CH2:8][C:9]1[C:17]2[C:16]([Cl:18])=[N:15][C:14]([NH:19]C(=O)C)=[N:13][C:12]=2[NH:11][CH:10]=1)(C)(C)C.Cl.Cl[CH2:37][C:38]1[C:43]([CH3:44])=[C:42]([O:45][CH3:46])[C:41]([CH3:47])=[CH:40][N:39]=1.[C:48]([O-])([O-])=O.[K+].[K+].C[N:55]([CH:57]=O)C.CCO[C:62]([CH3:64])=O.O. Product: [Cl:18][C:16]1[C:17]2[C:9]([CH2:8][CH2:7][NH:55][CH2:57][CH:62]([CH3:64])[CH3:48])=[CH:10][N:11]([CH2:37][C:38]3[C:43]([CH3:44])=[C:42]([O:45][CH3:46])[C:41]([CH3:47])=[CH:40][N:39]=3)[C:12]=2[N:13]=[C:14]([NH2:19])[N:15]=1. The catalyst class is: 170.